This data is from Reaction yield outcomes from USPTO patents with 853,638 reactions. The task is: Predict the reaction yield, written as a fraction of the theoretical maximum amount of product (1.0 means a 100% yield; for example, 0.34 means a 34% yield). (1) The reactants are [C:1]1([C:7]2[C:15]3[C:10](=[CH:11][CH:12]=[CH:13][CH:14]=3)[N:9](S(C3C=CC(C)=CC=3)(=O)=O)[C:8]=2[CH2:26][N:27]2[CH:35]=[N:34][C:33]3[C:28]2=[N:29][CH:30]=[N:31][C:32]=3[NH2:36])[CH:6]=[CH:5][CH:4]=[CH:3][CH:2]=1.[OH-].[K+]. The catalyst is CO. The product is [C:1]1([C:7]2[C:15]3[C:10](=[CH:11][CH:12]=[CH:13][CH:14]=3)[NH:9][C:8]=2[CH2:26][N:27]2[CH:35]=[N:34][C:33]3[C:28]2=[N:29][CH:30]=[N:31][C:32]=3[NH2:36])[CH:2]=[CH:3][CH:4]=[CH:5][CH:6]=1. The yield is 0.450. (2) The reactants are [CH:1]1([C:4]([C:6]2[CH:7]=[N:8][C:9]3[C:14]([C:15]=2Cl)=[N:13][C:12]([Cl:17])=[CH:11][CH:10]=3)=[O:5])[CH2:3][CH2:2]1.[CH3:18][N:19]([CH3:27])[C@H:20]1[CH2:25][CH2:24][C@H:23]([NH2:26])[CH2:22][CH2:21]1. No catalyst specified. The product is [Cl:17][C:12]1[N:13]=[C:14]2[C:9](=[CH:10][CH:11]=1)[N:8]=[CH:7][C:6]([C:4]([CH:1]1[CH2:3][CH2:2]1)=[O:5])=[C:15]2[NH:26][C@H:23]1[CH2:24][CH2:25][C@H:20]([N:19]([CH3:27])[CH3:18])[CH2:21][CH2:22]1. The yield is 0.440. (3) The reactants are [NH2:1][C:2]1[CH:3]=[C:4]2[C:9](=[CH:10][CH:11]=1)[C:8]([OH:12])=[CH:7][CH:6]=[CH:5]2.N1C=CN=C1.[C:18]([Si:22](Cl)([CH3:24])[CH3:23])([CH3:21])([CH3:20])[CH3:19]. The catalyst is ClCCl. The product is [Si:22]([O:12][C:8]1[CH:7]=[CH:6][CH:5]=[C:4]2[C:9]=1[CH:10]=[CH:11][C:2]([NH2:1])=[CH:3]2)([C:18]([CH3:21])([CH3:20])[CH3:19])([CH3:24])[CH3:23]. The yield is 0.940. (4) The reactants are [Cl:1][C:2]1[CH:24]=[C:23]([Cl:25])[C:22]([C:26]2[C:31]([F:32])=[CH:30][CH:29]=[CH:28][N:27]=2)=[CH:21][C:3]=1[C:4]([NH:6][C:7]1[N:11]([C:12]2[CH:17]=[CH:16][CH:15]=[CH:14][CH:13]=2)[N:10]=[C:9]([C:18](O)=[O:19])[CH:8]=1)=[O:5].C(N(CC)C(C)C)(C)C.[B-](F)(F)(F)F.CN(C(ON1C(=O)C=CC=C1)=[N+](C)C)C.[NH2:62][CH2:63][C:64]([CH3:67])([OH:66])[CH3:65]. The catalyst is CN(C=O)C.C(#N)C. The product is [Cl:1][C:2]1[CH:24]=[C:23]([Cl:25])[C:22]([C:26]2[C:31]([F:32])=[CH:30][CH:29]=[CH:28][N:27]=2)=[CH:21][C:3]=1[C:4]([NH:6][C:7]1[N:11]([C:12]2[CH:17]=[CH:16][CH:15]=[CH:14][CH:13]=2)[N:10]=[C:9]([C:18]([NH:62][CH2:63][C:64]([OH:66])([CH3:67])[CH3:65])=[O:19])[CH:8]=1)=[O:5]. The yield is 0.660. (5) The reactants are [CH3:1][N:2]1[C:6]([CH3:7])=[C:5]([NH2:8])[C:4]([CH3:9])=[N:3]1.[C:10]([O-])(=[O:12])[CH3:11].[K+].C(OC(=O)C)(=O)C. The catalyst is CCOC(C)=O. The product is [CH3:1][N:2]1[C:6]([CH3:7])=[C:5]([NH:8][C:10](=[O:12])[CH3:11])[C:4]([CH3:9])=[N:3]1. The yield is 1.04. (6) The reactants are CC[N:3](C(C)C)C(C)C.Br[CH2:11][C:12]([C:14]1[CH:19]=[CH:18][C:17]([Br:20])=[CH:16][CH:15]=1)=O.[C:21]([O:25][C:26]([N:28]1[CH2:32][C@@H:31]([CH3:33])[CH2:30][C@H]1C(O)=O)=[O:27])([CH3:24])([CH3:23])[CH3:22].[C:37](#[N:39])[CH3:38]. No catalyst specified. The product is [Br:20][C:17]1[CH:18]=[CH:19][C:14]([C:12]2[NH:3][C:37]([C@@H:38]3[CH2:30][C@H:31]([CH3:33])[CH2:32][N:28]3[C:26]([O:25][C:21]([CH3:24])([CH3:23])[CH3:22])=[O:27])=[N:39][CH:11]=2)=[CH:15][CH:16]=1. The yield is 0.590. (7) The reactants are [F:1][C:2]1[CH:3]=[CH:4][C:5]([CH3:11])=[C:6]2[C:10]=1[NH:9][CH:8]=[CH:7]2.[OH-].[K+].[CH3:14][O:15][CH2:16][CH2:17]Br. The catalyst is CS(C)=O. The product is [F:1][C:2]1[CH:3]=[CH:4][C:5]([CH3:11])=[C:6]2[C:10]=1[N:9]([CH2:17][CH2:16][O:15][CH3:14])[CH:8]=[CH:7]2. The yield is 0.540. (8) The reactants are [NH2:1][C:2]1[CH:7]=[CH:6][C:5]([Br:8])=[CH:4][C:3]=1[NH:9][CH2:10][CH2:11][NH:12][C:13](=[O:19])[O:14][C:15]([CH3:18])([CH3:17])[CH3:16].[CH:20](OCC)(OCC)OCC. The catalyst is C(O)(=O)C. The product is [Br:8][C:5]1[CH:6]=[CH:7][C:2]2[N:1]=[CH:20][N:9]([CH2:10][CH2:11][NH:12][C:13](=[O:19])[O:14][C:15]([CH3:16])([CH3:18])[CH3:17])[C:3]=2[CH:4]=1. The yield is 0.870. (9) The reactants are [CH3:1][C:2]1[CH:3]=[C:4]2[CH:10]=[CH:9][N:8]([S:11]([C:14]3[CH:20]=[CH:19][C:17]([CH3:18])=[CH:16][CH:15]=3)(=[O:13])=[O:12])[C:5]2=[N:6][CH:7]=1.[Br:21]Br. The catalyst is ClCCl. The product is [Br:21][C:10]1[C:4]2[C:5](=[N:6][CH:7]=[C:2]([CH3:1])[CH:3]=2)[N:8]([S:11]([C:14]2[CH:20]=[CH:19][C:17]([CH3:18])=[CH:16][CH:15]=2)(=[O:13])=[O:12])[CH:9]=1. The yield is 0.990.